From a dataset of Catalyst prediction with 721,799 reactions and 888 catalyst types from USPTO. Predict which catalyst facilitates the given reaction. (1) Reactant: [F:1][C:2]1[CH:7]=[C:6]([F:8])[CH:5]=[CH:4][C:3]=1[CH:9]([C:11]1[CH:16]=[CH:15][CH:14]=[CH:13][CH:12]=1)[OH:10].O.C1(C)C=CC(S(O)(=O)=O)=CC=1.O[CH:30]1[CH2:35][CH2:34][NH:33][CH2:32][CH2:31]1. Product: [F:1][C:2]1[CH:7]=[C:6]([F:8])[CH:5]=[CH:4][C:3]=1[CH:9]([C:11]1[CH:12]=[CH:13][CH:14]=[CH:15][CH:16]=1)[O:10][CH:30]1[CH2:35][CH2:34][NH:33][CH2:32][CH2:31]1. The catalyst class is: 11. (2) Reactant: FC(F)(F)S([O-])(=O)=O.C(OC([NH:16][C:17]1[CH:18]=[C:19]2[C:23](=[CH:24][CH:25]=1)[CH2:22][NH+:21]=[C:20]2OC)=O)(C)(C)C.CC1C=CC(S(C2C(C3C=CC=CC3=NN)N(CCl)OC=2C)(=O)=O)=CC=1.[CH3:54][C:55]1[O:59][N:58]=[C:57]([C:60]2[CH:65]=[CH:64][CH:63]=[CH:62][CH:61]=2)[C:56]=1[C:66]([N:68](Cl)[NH:69]Cl)=O.C(N(CC)CC)C. Product: [CH3:54][C:55]1[O:59][N:58]=[C:57]([C:60]2[CH:65]=[CH:64][CH:63]=[CH:62][CH:61]=2)[C:56]=1[C:66]1[N:21]2[CH2:22][C:23]3[C:19]([C:20]2=[N:69][N:68]=1)=[CH:18][C:17]([NH2:16])=[CH:25][CH:24]=3. The catalyst class is: 12. (3) The catalyst class is: 3. Reactant: [CH2:1]([O:8][C:9]1[C:10]([C:18]([OH:20])=O)=[N:11][NH:12][C:13]=1[C:14]([O:16][CH3:17])=[O:15])[C:2]1[CH:7]=[CH:6][CH:5]=[CH:4][CH:3]=1.C1C=CC2N(O)N=NC=2C=1.[N:31]1[CH:36]=[CH:35][CH:34]=[C:33]([CH:37]([OH:41])[CH2:38][NH:39][CH3:40])[CH:32]=1.C(N(CC)CC)C.C(Cl)CCl. Product: [CH3:40][N:39]([CH2:38][CH:37]([OH:41])[C:33]1[CH:32]=[N:31][CH:36]=[CH:35][CH:34]=1)[C:18]([C:10]1[NH:11][N:12]=[C:13]([C:14]([O:16][CH3:17])=[O:15])[C:9]=1[O:8][CH2:1][C:2]1[CH:3]=[CH:4][CH:5]=[CH:6][CH:7]=1)=[O:20]. (4) Reactant: [CH:1]([C:4]1[N:5]=[C:6]([CH2:9][CH2:10][C:11]2[CH:16]=[CH:15][N:14]=[C:13]([NH2:17])[CH:12]=2)[S:7][CH:8]=1)([CH3:3])[CH3:2].C[O:19][CH:20]=[C:21]([C:26](OC)=O)[C:22]([O:24][CH3:25])=[O:23]. Product: [CH:1]([C:4]1[N:5]=[C:6]([CH2:9][CH2:10][C:11]2[CH:16]=[CH:15][N:14]3[C:20](=[O:19])[C:21]([C:22]([O:24][CH3:25])=[O:23])=[CH:26][N:17]=[C:13]3[CH:12]=2)[S:7][CH:8]=1)([CH3:3])[CH3:2]. The catalyst class is: 2.